This data is from Catalyst prediction with 721,799 reactions and 888 catalyst types from USPTO. The task is: Predict which catalyst facilitates the given reaction. Reactant: [F:1][C:2]([F:37])([F:36])[O:3][C:4]1[CH:9]=[CH:8][CH:7]=[CH:6][C:5]=1[NH:10][C:11]1[N:20]=[CH:19][C:18]2[CH2:17][CH2:16][C:15]3[C:21]([C:33]([NH2:35])=[O:34])=[N:22][N:23]([CH2:24][CH2:25][O:26]C4CCCCO4)[C:14]=3[C:13]=2[N:12]=1.C1(C)C=CC(S(O)(=O)=O)=CC=1. Product: [F:37][C:2]([F:1])([F:36])[O:3][C:4]1[CH:9]=[CH:8][CH:7]=[CH:6][C:5]=1[NH:10][C:11]1[N:20]=[CH:19][C:18]2[CH2:17][CH2:16][C:15]3[C:21]([C:33]([NH2:35])=[O:34])=[N:22][N:23]([CH2:24][CH2:25][OH:26])[C:14]=3[C:13]=2[N:12]=1. The catalyst class is: 8.